The task is: Predict the reactants needed to synthesize the given product.. This data is from Full USPTO retrosynthesis dataset with 1.9M reactions from patents (1976-2016). (1) Given the product [C:13]1([N:11]2[CH2:12][C@@H:8]([C:5]3[CH:6]=[CH:7][C:2]([C:35]4[CH:34]=[CH:33][CH:32]=[C:31]([NH:30][S:27]([CH3:26])(=[O:28])=[O:29])[CH:36]=4)=[CH:3][CH:4]=3)[C@H:9]([NH:19][S:20]([CH:23]([CH3:25])[CH3:24])(=[O:22])=[O:21])[CH2:10]2)[CH:18]=[CH:17][CH:16]=[CH:15][CH:14]=1, predict the reactants needed to synthesize it. The reactants are: Br[C:2]1[CH:7]=[CH:6][C:5]([C@@H:8]2[CH2:12][N:11]([C:13]3[CH:18]=[CH:17][CH:16]=[CH:15][CH:14]=3)[CH2:10][C@H:9]2[NH:19][S:20]([CH:23]([CH3:25])[CH3:24])(=[O:22])=[O:21])=[CH:4][CH:3]=1.[CH3:26][S:27]([NH:30][C:31]1[CH:32]=[C:33](B(O)O)[CH:34]=[CH:35][CH:36]=1)(=[O:29])=[O:28]. (2) Given the product [OH:11][CH:10]([C:12]1[CH:17]=[CH:16][CH:15]=[C:14]([O:18][CH3:19])[CH:13]=1)[CH2:9][NH:8][C:20](=[O:23])[CH2:21][CH3:22], predict the reactants needed to synthesize it. The reactants are: C(N(CC)CC)C.[NH2:8][CH2:9][CH:10]([C:12]1[CH:17]=[CH:16][CH:15]=[C:14]([O:18][CH3:19])[CH:13]=1)[OH:11].[C:20](Cl)(=[O:23])[CH2:21][CH3:22]. (3) Given the product [N:46]1[CH2:45][CH2:44][CH2:43][C:42]=1[N:35]1[CH2:36][CH2:37][C:17]2[N:16]([CH2:15][C:14]3[CH:13]=[CH:12][C:11]([O:10][CH2:8][CH3:9])=[CH:39][CH:38]=3)[C:24]3[CH:23]=[CH:22][C:21]([C:25]([N:27]4[CH2:28][CH2:29][CH:30]([CH3:33])[CH2:31][CH2:32]4)=[O:26])=[CH:20][C:19]=3[C:18]=2[CH2:34]1, predict the reactants needed to synthesize it. The reactants are: OC(C(F)(F)F)=O.[CH2:8]([O:10][C:11]1[CH:39]=[CH:38][C:14]([CH2:15][N:16]2[C:24]3[CH:23]=[CH:22][C:21]([C:25]([N:27]4[CH2:32][CH2:31][CH:30]([CH3:33])[CH2:29][CH2:28]4)=[O:26])=[CH:20][C:19]=3[C:18]3[CH2:34][NH:35][CH2:36][CH2:37][C:17]2=3)=[CH:13][CH:12]=1)[CH3:9].CO[C:42]1[CH2:43][CH2:44][CH2:45][N:46]=1. (4) Given the product [CH2:1]([O:8][C:9]1[CH:10]=[C:11]2[C:16](=[CH:17][CH:18]=1)[C:15]([Cl:19])=[N:14][C:13]([C:20]([N:57]([CH2:58][C:59]([OH:61])=[O:60])[CH3:56])=[O:22])=[C:12]2[OH:23])[C:2]1[CH:3]=[CH:4][CH:5]=[CH:6][CH:7]=1, predict the reactants needed to synthesize it. The reactants are: [CH2:1]([O:8][C:9]1[CH:10]=[C:11]2[C:16](=[CH:17][CH:18]=1)[C:15]([Cl:19])=[N:14][C:13]([C:20]([OH:22])=O)=[C:12]2[OH:23])[C:2]1[CH:7]=[CH:6][CH:5]=[CH:4][CH:3]=1.C(N(CC)CC)C.CN(C(ON1N=NC2C=CC=NC1=2)=[N+](C)C)C.F[P-](F)(F)(F)(F)F.Cl.[CH3:56][NH:57][CH2:58][C:59]([O:61]CC)=[O:60]. (5) Given the product [Cl:18][C:15]1[CH:16]=[CH:17][C:12]([C:10]2[C:9]3[C:4](=[CH:5][CH:6]=[CH:7][CH:8]=3)[C:3](=[O:19])[N:2]([NH:1][C:23](=[O:24])[CH2:22][C:21]([CH3:20])([C:27]3[CH:32]=[CH:31][CH:30]=[CH:29][CH:28]=3)[CH3:26])[N:11]=2)=[CH:13][CH:14]=1, predict the reactants needed to synthesize it. The reactants are: [NH2:1][N:2]1[N:11]=[C:10]([C:12]2[CH:17]=[CH:16][C:15]([Cl:18])=[CH:14][CH:13]=2)[C:9]2[C:4](=[CH:5][CH:6]=[CH:7][CH:8]=2)[C:3]1=[O:19].[CH3:20][C:21]([C:27]1[CH:32]=[CH:31][CH:30]=[CH:29][CH:28]=1)([CH3:26])[CH2:22][C:23](O)=[O:24].